Task: Regression/Classification. Given a drug SMILES string, predict its absorption, distribution, metabolism, or excretion properties. Task type varies by dataset: regression for continuous measurements (e.g., permeability, clearance, half-life) or binary classification for categorical outcomes (e.g., BBB penetration, CYP inhibition). Dataset: cyp2c9_veith.. Dataset: CYP2C9 inhibition data for predicting drug metabolism from PubChem BioAssay (1) The compound is O=C(Nc1nc(-c2ccccc2)cs1)c1cccc([N+](=O)[O-])c1. The result is 1 (inhibitor). (2) The molecule is CC1(C)Cc2c(sc3nc(SCC(=O)NCc4ccccc4)n(-c4ccccc4)c(=O)c23)CS1. The result is 1 (inhibitor).